The task is: Predict the product of the given reaction.. This data is from Forward reaction prediction with 1.9M reactions from USPTO patents (1976-2016). (1) Given the reactants [Br:1][C:2]1[CH:7]=[CH:6][CH:5]=[CH:4][C:3]=1[NH:8][C:9](=[O:19])[C:10]([C:12]1[CH:17]=[CH:16][C:15]([CH3:18])=[CH:14][CH:13]=1)=[O:11].[BH4-].[Na+].[Cl-].[NH4+], predict the reaction product. The product is: [Br:1][C:2]1[CH:7]=[CH:6][CH:5]=[CH:4][C:3]=1[NH:8][C:9](=[O:19])[CH:10]([OH:11])[C:12]1[CH:13]=[CH:14][C:15]([CH3:18])=[CH:16][CH:17]=1. (2) Given the reactants Br[C:2]1[C:3]([N:9]2[CH2:14][CH2:13][CH2:12][CH2:11][CH2:10]2)=[N:4][CH:5]=[C:6]([Br:8])[N:7]=1.[CH3:15][N:16]1[CH2:22][CH2:21][CH2:20][NH:19][CH2:18][CH2:17]1, predict the reaction product. The product is: [Br:8][C:6]1[N:7]=[C:2]([N:19]2[CH2:20][CH2:21][CH2:22][N:16]([CH3:15])[CH2:17][CH2:18]2)[C:3]([N:9]2[CH2:14][CH2:13][CH2:12][CH2:11][CH2:10]2)=[N:4][CH:5]=1. (3) Given the reactants [Cl:1][C:2]1[C:9]([CH3:10])=[C:8]([N:11]2[C@H:15]([C:16]([F:19])([F:18])[F:17])[C@@H:14]3[C@@H:20]([O:23][Si](C(C)(C)C)(C)C)[CH2:21][CH2:22][N:13]3[C:12]2=[O:31])[CH:7]=[CH:6][C:3]=1[C:4]#[N:5].CCCC[N+](CCCC)(CCCC)CCCC.[F-].[Cl-].[NH4+].CCOC(C)=O, predict the reaction product. The product is: [Cl:1][C:2]1[C:9]([CH3:10])=[C:8]([N:11]2[C@H:15]([C:16]([F:18])([F:19])[F:17])[C@@H:14]3[C@@H:20]([OH:23])[CH2:21][CH2:22][N:13]3[C:12]2=[O:31])[CH:7]=[CH:6][C:3]=1[C:4]#[N:5]. (4) Given the reactants [Br:1][C:2]1[C:3]([CH3:13])=[C:4]([C:9]([OH:12])=[CH:10][CH:11]=1)[C:5]([O:7][CH3:8])=[O:6].[C:14](OC(=O)C)(=[O:16])[CH3:15], predict the reaction product. The product is: [C:14]([O:12][C:9]1[C:4]([C:5]([O:7][CH3:8])=[O:6])=[C:3]([CH3:13])[C:2]([Br:1])=[CH:11][CH:10]=1)(=[O:16])[CH3:15]. (5) The product is: [CH3:23][C:2]([CH3:1])([CH3:22])[C:3]([NH:5][C:6]1[C:11]([CH:12]([CH3:19])[CH2:13][C:14]([O:16][CH2:17][CH3:18])=[O:15])=[CH:10][CH:9]=[C:8]([O:20][CH3:21])[N:7]=1)=[O:4]. Given the reactants [CH3:1][C:2]([CH3:23])([CH3:22])[C:3]([NH:5][C:6]1[C:11](/[C:12](/[CH3:19])=[CH:13]/[C:14]([O:16][CH2:17][CH3:18])=[O:15])=[CH:10][CH:9]=[C:8]([O:20][CH3:21])[N:7]=1)=[O:4].[H][H], predict the reaction product. (6) Given the reactants Cl.[NH2:2][CH2:3][CH2:4][C:5]1[CH:12]=[CH:11][C:9]([OH:10])=[C:7]([OH:8])[CH:6]=1.C1C=CC2N(O)N=NC=2C=1.CN(C(ON1N=NC2C=CC=CC1=2)=[N+](C)C)C.F[P-](F)(F)(F)(F)F.CCN(CC)CC, predict the reaction product. The product is: [NH2:2][CH2:3][CH2:4][C:5]1[CH:12]=[CH:11][C:9]([OH:10])=[C:7]([OH:8])[CH:6]=1. (7) Given the reactants [CH2:1]([O:3][CH2:4][C:5]1[N:6]([NH2:18])[C:7]2[C:16]3[CH:15]=[CH:14][CH:13]=[CH:12][C:11]=3[N:10]=[CH:9][C:8]=2[N:17]=1)[CH3:2].[O:19]1[CH:23]=[CH:22][CH:21]=[C:20]1[CH:24]=O, predict the reaction product. The product is: [CH2:1]([O:3][CH2:4][C:5]1[N:6]([N:18]=[CH:24][C:20]2[O:19][CH:23]=[CH:22][CH:21]=2)[C:7]2[C:16]3[CH:15]=[CH:14][CH:13]=[CH:12][C:11]=3[N:10]=[CH:9][C:8]=2[N:17]=1)[CH3:2].